Dataset: Reaction yield outcomes from USPTO patents with 853,638 reactions. Task: Predict the reaction yield, written as a fraction of the theoretical maximum amount of product (1.0 means a 100% yield; for example, 0.34 means a 34% yield). (1) The reactants are [NH2:1][C@@H:2]([CH2:33][C:34]1[CH:39]=[CH:38][CH:37]=[CH:36][CH:35]=1)[CH2:3][C@H:4]([OH:32])[C@@H:5]([NH:19][C:20]([C@@H:22]([NH:27][C:28](=[O:31])[O:29][CH3:30])[C:23]([CH3:26])([CH3:25])[CH3:24])=[O:21])[CH2:6][C:7]1[CH:12]=[CH:11][C:10]([C:13]2[CH:18]=[CH:17][CH:16]=[CH:15][N:14]=2)=[CH:9][CH:8]=1.[CH3:40][C@@H:41]([CH2:61][CH3:62])[C@H:42]([N:46]1[CH2:50][C:49](=[O:51])[N:48]([CH2:52][C:53]2[CH:58]=[CH:57][CH:56]=[C:55]([CH3:59])[N:54]=2)[C:47]1=[O:60])[C:43](O)=[O:44].CCOP(ON1N=NC2C=CC=CC=2C1=O)(OCC)=O.C(N(CC)C(C)C)(C)C. The catalyst is C1COCC1. The product is [OH:32][C@@H:4]([CH2:3][C@@H:2]([NH:1][C:43](=[O:44])[C@@H:42]([N:46]1[CH2:50][C:49](=[O:51])[N:48]([CH2:52][C:53]2[CH:58]=[CH:57][CH:56]=[C:55]([CH3:59])[N:54]=2)[C:47]1=[O:60])[CH:41]([CH3:40])[CH2:61][CH3:62])[CH2:33][C:34]1[CH:35]=[CH:36][CH:37]=[CH:38][CH:39]=1)[C@@H:5]([NH:19][C:20]([C@@H:22]([NH:27][C:28](=[O:31])[O:29][CH3:30])[C:23]([CH3:25])([CH3:26])[CH3:24])=[O:21])[CH2:6][C:7]1[CH:12]=[CH:11][C:10]([C:13]2[CH:18]=[CH:17][CH:16]=[CH:15][N:14]=2)=[CH:9][CH:8]=1. The yield is 0.640. (2) The reactants are [OH-].[Na+].[C:11](O[C:11]([O:13][C:14]([CH3:17])([CH3:16])[CH3:15])=[O:12])([O:13][C:14]([CH3:17])([CH3:16])[CH3:15])=[O:12].O1CCOCC1.[NH2:24][C:25]1([C:30]#[N:31])[CH2:29][CH2:28][CH2:27][CH2:26]1. The catalyst is O. The product is [C:30]([C:25]1([NH:24][C:11](=[O:12])[O:13][C:14]([CH3:15])([CH3:16])[CH3:17])[CH2:29][CH2:28][CH2:27][CH2:26]1)#[N:31]. The yield is 0.660. (3) The reactants are [N:1]1([C:7]2[CH:8]=[C:9]([NH2:14])[C:10]([NH2:13])=[CH:11][CH:12]=2)[CH2:6][CH2:5][O:4][CH2:3][CH2:2]1.[C:15](N1C=CN=C1)(N1C=CN=C1)=[O:16]. The catalyst is O1CCCC1. The product is [N:1]1([C:7]2[CH:12]=[CH:11][C:10]3[NH:13][C:15](=[O:16])[NH:14][C:9]=3[CH:8]=2)[CH2:6][CH2:5][O:4][CH2:3][CH2:2]1. The yield is 0.550.